This data is from NCI-60 drug combinations with 297,098 pairs across 59 cell lines. The task is: Regression. Given two drug SMILES strings and cell line genomic features, predict the synergy score measuring deviation from expected non-interaction effect. Drug 1: CNC(=O)C1=CC=CC=C1SC2=CC3=C(C=C2)C(=NN3)C=CC4=CC=CC=N4. Drug 2: COC1=CC(=CC(=C1O)OC)C2C3C(COC3=O)C(C4=CC5=C(C=C24)OCO5)OC6C(C(C7C(O6)COC(O7)C8=CC=CS8)O)O. Cell line: KM12. Synergy scores: CSS=33.4, Synergy_ZIP=-8.79, Synergy_Bliss=-0.279, Synergy_Loewe=2.01, Synergy_HSA=3.48.